Dataset: Forward reaction prediction with 1.9M reactions from USPTO patents (1976-2016). Task: Predict the product of the given reaction. (1) Given the reactants [F:1][C:2]([F:33])([F:32])[C:3]1[CH:4]=[C:5]([CH:25]=[C:26]([C:28]([F:31])([F:30])[F:29])[CH:27]=1)[CH2:6][N:7]1[C@H:11]([CH3:12])[C@@H:10]([C:13]2[CH:18]=[C:17]([C:19]([F:22])([F:21])[F:20])[CH:16]=[CH:15][C:14]=2I)[O:9][C:8]1=[O:24].C(O)C.[CH:37]([C:40]1[CH:41]=[CH:42][C:43]([O:49][C:50]([F:53])([F:52])[F:51])=[C:44](B(O)O)[CH:45]=1)([CH3:39])[CH3:38].C(=O)([O-])[O-].[Na+].[Na+], predict the reaction product. The product is: [F:1][C:2]([F:33])([F:32])[C:3]1[CH:4]=[C:5]([CH:25]=[C:26]([C:28]([F:31])([F:30])[F:29])[CH:27]=1)[CH2:6][N:7]1[C@H:11]([CH3:12])[C@@H:10]([C:13]2[CH:18]=[C:17]([C:19]([F:22])([F:21])[F:20])[CH:16]=[CH:15][C:14]=2[C:42]2[CH:41]=[C:40]([CH:37]([CH3:39])[CH3:38])[CH:45]=[CH:44][C:43]=2[O:49][C:50]([F:51])([F:53])[F:52])[O:9][C:8]1=[O:24]. (2) Given the reactants [CH2:1](O)[CH2:2][CH2:3][CH2:4][CH2:5][CH2:6][CH2:7][CH2:8][CH:9]=[CH:10][CH:11]=[CH:12][CH2:13][CH3:14].N1C=CC=CC=1.CN(C)C=O.CS([Cl:31])(=O)=O, predict the reaction product. The product is: [Cl:31][CH2:1][CH2:2][CH2:3][CH2:4][CH2:5][CH2:6][CH2:7][CH2:8][CH:9]=[CH:10][CH:11]=[CH:12][CH2:13][CH3:14]. (3) Given the reactants [NH2:1][C@@H:2]([C:6]1[CH:21]=[CH:20][C:9]([C:10]([NH:12][O:13][CH:14]2[CH2:19][CH2:18][CH2:17][CH2:16][O:15]2)=[O:11])=[CH:8][CH:7]=1)[CH:3]([CH3:5])[CH3:4].C(N(CC)C(C)C)(C)C.C([N:48]=[C:49]=[S:50])(OCC1C2C(=CC=CC=2)C2C1=CC=CC=2)=O.N1CCCCC1, predict the reaction product. The product is: [CH3:4][CH:3]([CH3:5])[C@H:2]([C:6]1[CH:7]=[CH:8][C:9]([C:10]([NH:12][O:13][CH:14]2[CH2:19][CH2:18][CH2:17][CH2:16][O:15]2)=[O:11])=[CH:20][CH:21]=1)[NH:1][C:49]([NH2:48])=[S:50]. (4) The product is: [CH2:1]([O:5][C:6]1[CH:7]=[CH:8][C:9]([CH2:12][C:25]([O:18][CH2:19][CH3:22])=[O:27])=[CH:10][CH:11]=1)[CH2:2][CH2:3][CH3:4]. Given the reactants [CH2:1]([O:5][C:6]1[CH:11]=[CH:10][C:9]([CH3:12])=[CH:8][CH:7]=1)[CH2:2][CH2:3][CH3:4].C(O[O:18][C:19]([CH3:22])(C)C)(C)(C)C.[C]=O.[CH2:25]([OH:27])C, predict the reaction product.